This data is from Peptide-MHC class II binding affinity with 134,281 pairs from IEDB. The task is: Regression. Given a peptide amino acid sequence and an MHC pseudo amino acid sequence, predict their binding affinity value. This is MHC class II binding data. (1) The peptide sequence is AAGTAGTTVYGAFAA. The MHC is HLA-DQA10501-DQB10301 with pseudo-sequence HLA-DQA10501-DQB10301. The binding affinity (normalized) is 0.580. (2) The peptide sequence is NLALSIKYNKEGDSM. The binding affinity (normalized) is 0.283. The MHC is DRB1_0404 with pseudo-sequence DRB1_0404. (3) The peptide sequence is RGIEYIQHNGVVQES. The MHC is DRB1_1001 with pseudo-sequence DRB1_1001. The binding affinity (normalized) is 0.620. (4) The peptide sequence is ADAGYAPATPAAAGA. The MHC is DRB1_0401 with pseudo-sequence DRB1_0401. The binding affinity (normalized) is 0.702. (5) The peptide sequence is FAVATITHAAELQRV. The MHC is DRB1_1101 with pseudo-sequence DRB1_1101. The binding affinity (normalized) is 0.455. (6) The peptide sequence is TPEKEEPTAAPAEPE. The MHC is HLA-DQA10401-DQB10402 with pseudo-sequence HLA-DQA10401-DQB10402. The binding affinity (normalized) is 0.479.